From a dataset of Catalyst prediction with 721,799 reactions and 888 catalyst types from USPTO. Predict which catalyst facilitates the given reaction. (1) Reactant: C1([CH:7]([NH:19][C:20]2[N:25]=[CH:24][C:23]([C:26]([OH:28])=O)=[CH:22][CH:21]=2)[C:8]2[O:9][C:10]3[CH:17]=[CH:16][C:15]([F:18])=[CH:14][C:11]=3[C:12]=2[CH3:13])CCCCC1.[CH3:29][NH:30][CH2:31][CH2:32][C:33]([O:35][CH2:36][CH3:37])=[O:34].O.ON1[C:44]2[CH:45]=[CH:46][CH:47]=[CH:48][C:43]=2N=N1.Cl.C(N=C=NCCCN(C)C)C.[Cl-].[NH4+]. Product: [CH:43]1([CH:7]([NH:19][C:20]2[N:25]=[CH:24][C:23]([C:26]([N:30]([CH3:29])[CH2:31][CH2:32][C:33]([O:35][CH2:36][CH3:37])=[O:34])=[O:28])=[CH:22][CH:21]=2)[C:8]2[O:9][C:10]3[CH:17]=[CH:16][C:15]([F:18])=[CH:14][C:11]=3[C:12]=2[CH3:13])[CH2:48][CH2:47][CH2:46][CH2:45][CH2:44]1. The catalyst class is: 289. (2) Reactant: [N+:1]([C:4]1[CH:9]=[CH:8][CH:7]=[CH:6][C:5]=1[OH:10])([O-:3])=[O:2].[CH3:11][N:12]([CH3:16])[CH2:13][CH2:14]O.C1C=CC(P(C2C=CC=CC=2)C2C=CC=CC=2)=CC=1.CC(OC(/N=N/C(OC(C)C)=O)=O)C. Product: [CH3:11][N:12]([CH3:16])[CH2:13][CH2:14][O:10][C:5]1[CH:6]=[CH:7][CH:8]=[CH:9][C:4]=1[N+:1]([O-:3])=[O:2]. The catalyst class is: 1. (3) Reactant: OS(O)(=O)=O.[Cl:6][C:7]1[S:11][C:10]([S:12]([NH:15][C:16]2[CH:24]=[CH:23][C:19]([C:20]([OH:22])=[O:21])=[C:18]([OH:25])[CH:17]=2)(=[O:14])=[O:13])=[CH:9][C:8]=1[C:26]1[CH:27]=[CH:28][C:29]2[O:33][CH2:32][CH2:31][C:30]=2[CH:34]=1.[CH2:35]1COCC1.O. Product: [Cl:6][C:7]1[S:11][C:10]([S:12]([NH:15][C:16]2[CH:24]=[CH:23][C:19]([C:20]([O:22][CH3:35])=[O:21])=[C:18]([OH:25])[CH:17]=2)(=[O:13])=[O:14])=[CH:9][C:8]=1[C:26]1[CH:27]=[CH:28][C:29]2[O:33][CH2:32][CH2:31][C:30]=2[CH:34]=1. The catalyst class is: 5.